Dataset: Reaction yield outcomes from USPTO patents with 853,638 reactions. Task: Predict the reaction yield, written as a fraction of the theoretical maximum amount of product (1.0 means a 100% yield; for example, 0.34 means a 34% yield). (1) The reactants are NCN[C:4]1[CH:12]=[CH:11][C:7]([C:8]([OH:10])=[O:9])=[CH:6][CH:5]=1.C[CH2:14][N:15](C(C)C)C(C)C.C([Si](C)(C)Cl)CCC.Cl[C:31]([C:33]1[CH:42]=[CH:41][C:36]([C:37]([O:39][CH3:40])=[O:38])=[CH:35][CH:34]=1)=[O:32]. The catalyst is C1COCC1. The product is [CH3:40][O:39][C:37]([C:36]1[CH:41]=[CH:42][C:33]([C:31]([NH:15][CH2:14][C:4]2[CH:5]=[CH:6][C:7]([C:8]([OH:10])=[O:9])=[CH:11][CH:12]=2)=[O:32])=[CH:34][CH:35]=1)=[O:38]. The yield is 0.670. (2) The reactants are CS(O[CH2:6][CH2:7][C:8]([CH3:24])([N:10]1[CH:14]=[C:13]([C:15]2[C:16]3[CH:23]=[CH:22][NH:21][C:17]=3[N:18]=[CH:19][N:20]=2)[CH:12]=[N:11]1)[CH3:9])(=O)=O.[CH3:25][N:26](C=O)C.[C-]#N.[Na+]. The catalyst is O. The product is [CH3:9][C:8]([N:10]1[CH:14]=[C:13]([C:15]2[C:16]3[CH:23]=[CH:22][NH:21][C:17]=3[N:18]=[CH:19][N:20]=2)[CH:12]=[N:11]1)([CH3:24])[CH2:7][CH2:6][C:25]#[N:26]. The yield is 0.590. (3) The reactants are [CH:1]1[C:13]2[NH:12][C:11]3[C:6](=[CH:7][CH:8]=[CH:9][CH:10]=3)[C:5]=2[CH:4]=[CH:3][CH:2]=1.[Br:14][C:15]1[C:22](F)=[C:21](F)[C:18]([C:19]#[N:20])=[C:17](F)[C:16]=1F.[H-].[Na+].O. The catalyst is C1COCC1. The product is [Br:14][C:15]1[C:22]([N:12]2[C:11]3[CH:10]=[CH:9][CH:8]=[CH:7][C:6]=3[C:5]3[C:13]2=[CH:1][CH:2]=[CH:3][CH:4]=3)=[C:21]([N:12]2[C:11]3[CH:10]=[CH:9][CH:8]=[CH:7][C:6]=3[C:5]3[C:13]2=[CH:1][CH:2]=[CH:3][CH:4]=3)[C:18]([C:19]#[N:20])=[C:17]([N:12]2[C:11]3[CH:10]=[CH:9][CH:8]=[CH:7][C:6]=3[C:5]3[C:13]2=[CH:1][CH:2]=[CH:3][CH:4]=3)[C:16]=1[N:12]1[C:13]2[CH:1]=[CH:2][CH:3]=[CH:4][C:5]=2[C:6]2[C:11]1=[CH:10][CH:9]=[CH:8][CH:7]=2. The yield is 0.780.